This data is from Reaction yield outcomes from USPTO patents with 853,638 reactions. The task is: Predict the reaction yield, written as a fraction of the theoretical maximum amount of product (1.0 means a 100% yield; for example, 0.34 means a 34% yield). (1) The reactants are CC(OC(/N=N/C(OC(C)(C)C)=O)=O)(C)C.[OH:17][CH:18]1[CH2:23][CH2:22][N:21]([C:24](=[O:26])[CH3:25])[CH2:20][CH2:19]1.[CH3:27][O:28][C:29](=[O:38])[CH2:30][C:31]1[CH:36]=[CH:35][CH:34]=[CH:33][C:32]=1O.C1(P(C2C=CC=CC=2)C2C=CC=CC=2)C=CC=CC=1. The catalyst is O1CCCC1. The product is [CH3:27][O:28][C:29](=[O:38])[CH2:30][C:31]1[CH:32]=[CH:33][CH:34]=[CH:35][C:36]=1[O:17][CH:18]1[CH2:23][CH2:22][N:21]([C:24](=[O:26])[CH3:25])[CH2:20][CH2:19]1. The yield is 0.556. (2) The yield is 0.340. The reactants are [Cl:1][C:2]1[CH:7]=[CH:6][C:5]([CH2:8]Cl)=[CH:4][N:3]=1.[NH2:10][C:11]1[N:16]=[CH:15][CH:14]=[CH:13][N:12]=1. The catalyst is CN(C=O)C. The product is [ClH:1].[Cl:1][C:2]1[N:3]=[CH:4][C:5]([CH2:8][N:16]2[CH:15]=[CH:14][CH:13]=[N:12][C:11]2=[NH:10])=[CH:6][CH:7]=1. (3) The reactants are Cl.CO[CH:4]1[CH2:8][CH2:7][CH:6](OC)[O:5]1.[CH2:11]([NH2:18])[C:12]1[CH:17]=[CH:16][CH:15]=[CH:14][CH:13]=1.[CH2:19]([C:26](O)=O)[C:20](CC(O)=O)=O.P([O-])([O-])(O)=O.[Na+].[Na+].[OH-].[Na+]. The catalyst is O. The product is [CH2:11]([N:18]1[CH:7]2[CH2:6][CH2:26][CH:19]1[CH2:20][C:4](=[O:5])[CH2:8]2)[C:12]1[CH:17]=[CH:16][CH:15]=[CH:14][CH:13]=1. The yield is 1.00.